From a dataset of Forward reaction prediction with 1.9M reactions from USPTO patents (1976-2016). Predict the product of the given reaction. (1) Given the reactants [OH:1][C:2]1[N:7]=[CH:6][N:5]=[C:4]([C:8]([O:10][CH2:11][CH3:12])=[O:9])[C:3]=1[CH3:13].[Na+].Cl[C:16]([F:21])([F:20])C([O-])=O.C(=O)([O-])[O-].[Na+].[Na+].[Cl-].[NH4+], predict the reaction product. The product is: [F:20][CH:16]([F:21])[O:1][C:2]1[N:7]=[CH:6][N:5]=[C:4]([C:8]([O:10][CH2:11][CH3:12])=[O:9])[C:3]=1[CH3:13]. (2) Given the reactants [N+:1]([C:4]1[CH:5]=[C:6]([CH2:10][C:11]([N:13]2[CH2:17][CH2:16][CH2:15][CH2:14]2)=[O:12])[CH:7]=[CH:8][CH:9]=1)([O-])=O.C([O-])=O.[NH4+], predict the reaction product. The product is: [O:12]=[C:11]([N:13]1[CH2:17][CH2:16][CH2:15][CH2:14]1)[CH2:10][C:6]1[CH:5]=[C:4]([CH:9]=[CH:8][CH:7]=1)[NH2:1].